Dataset: Cav3 T-type calcium channel HTS with 100,875 compounds. Task: Binary Classification. Given a drug SMILES string, predict its activity (active/inactive) in a high-throughput screening assay against a specified biological target. (1) The drug is s1c2c(CCCC2)c2c1nc[nH]c2=O. The result is 0 (inactive). (2) The compound is O=C(Nc1ccccc1)C1C(CC=CC1)C(O)=O. The result is 0 (inactive).